From a dataset of Catalyst prediction with 721,799 reactions and 888 catalyst types from USPTO. Predict which catalyst facilitates the given reaction. (1) Reactant: [Si:1]([O:18][CH2:19][CH2:20][O:21][CH:22]1[CH2:27][CH2:26][CH:25]([C:28](OC)=[O:29])[CH2:24][CH2:23]1)([C:14]([CH3:17])([CH3:16])[CH3:15])([C:8]1[CH:13]=[CH:12][CH:11]=[CH:10][CH:9]=1)[C:2]1[CH:7]=[CH:6][CH:5]=[CH:4][CH:3]=1.[H-].[Al+3].[Li+].[H-].[H-].[H-]. Product: [Si:1]([O:18][CH2:19][CH2:20][O:21][CH:22]1[CH2:27][CH2:26][CH:25]([CH2:28][OH:29])[CH2:24][CH2:23]1)([C:14]([CH3:17])([CH3:16])[CH3:15])([C:8]1[CH:13]=[CH:12][CH:11]=[CH:10][CH:9]=1)[C:2]1[CH:3]=[CH:4][CH:5]=[CH:6][CH:7]=1. The catalyst class is: 27. (2) Reactant: [N+:1]([C:4]1[CH:9]=[C:8]([N+:10]([O-:12])=[O:11])[CH:7]=[CH:6][C:5]=1[S:13]Cl)([O-:3])=[O:2].[N+:15]([C:18]1[CH:23]=[C:22]([N+:24]([O-:26])=[O:25])[CH:21]=[CH:20][C:19]=1S[C:28]1[CH:33]=[CH:32][CH:31]=[CH:30][CH:29]=1)([O-:17])=[O:16].[C:34](OC(=O)C)(=[O:36])[CH3:35]. Product: [N+:1]([C:4]1[CH:9]=[C:8]([N+:10]([O-:12])=[O:11])[CH:7]=[CH:6][C:5]=1[S:13][C:19]1[CH:20]=[CH:21][C:22]([N+:24]([O-:26])=[O:25])=[CH:23][C:18]=1[N+:15]([O-:17])=[O:16])([O-:3])=[O:2].[C:34]([C:28]1[CH:29]=[CH:30][CH:31]=[CH:32][CH:33]=1)(=[O:36])[CH3:35]. The catalyst class is: 48. (3) Reactant: C([O:3][C:4](=[O:43])[CH2:5][C@@H:6]([C:10]1[CH:15]=[CH:14][C:13]([O:16][CH2:17][C:18]2[CH:19]=[CH:20][C:21]3[N:22]([N:24]=[C:25]([C:27]4[C:32]([CH3:33])=[CH:31][C:30]([O:34][CH2:35][CH2:36][CH2:37][S:38]([CH3:41])(=[O:40])=[O:39])=[CH:29][C:28]=4[CH3:42])[N:26]=3)[CH:23]=2)=[CH:12][CH:11]=1)[C:7]#[C:8][CH3:9])C.[OH-].[Na+]. Product: [CH3:42][C:28]1[CH:29]=[C:30]([O:34][CH2:35][CH2:36][CH2:37][S:38]([CH3:41])(=[O:40])=[O:39])[CH:31]=[C:32]([CH3:33])[C:27]=1[C:25]1[N:26]=[C:21]2[CH:20]=[CH:19][C:18]([CH2:17][O:16][C:13]3[CH:12]=[CH:11][C:10]([C@@H:6]([C:7]#[C:8][CH3:9])[CH2:5][C:4]([OH:43])=[O:3])=[CH:15][CH:14]=3)=[CH:23][N:22]2[N:24]=1. The catalyst class is: 14.